From a dataset of Forward reaction prediction with 1.9M reactions from USPTO patents (1976-2016). Predict the product of the given reaction. (1) Given the reactants C[O:2][C:3](=[O:23])[C@@H:4]([NH:13][C:14](=[O:22])[C:15]1[CH:20]=[CH:19][CH:18]=[C:17](Br)[CH:16]=1)[CH2:5][C:6]1[CH:11]=[CH:10][C:9](Br)=[CH:8][CH:7]=1.[CH3:24][O:25][C:26]1[CH:31]=[CH:30][C:29](B(O)O)=[CH:28][CH:27]=1, predict the reaction product. The product is: [CH3:24][O:25][C:26]1[CH:31]=[CH:30][C:29]([C:17]2[CH:18]=[CH:19][CH:20]=[C:15]([C:14]([NH:13][C@@H:4]([CH2:5][C:6]3[CH:11]=[CH:10][C:9]([C:29]4[CH:30]=[CH:31][C:26]([O:25][CH3:24])=[CH:27][CH:28]=4)=[CH:8][CH:7]=3)[C:3]([OH:2])=[O:23])=[O:22])[CH:16]=2)=[CH:28][CH:27]=1. (2) Given the reactants [OH:1][C:2]1[CH:6]=[C:5]([C:7]([F:10])([F:9])[F:8])[S:4][C:3]=1[C:11]([O:13][CH3:14])=[O:12].N1C=CN=C1.[Si:20](Cl)([C:23]([CH3:26])([CH3:25])[CH3:24])([CH3:22])[CH3:21], predict the reaction product. The product is: [Si:20]([O:1][C:2]1[CH:6]=[C:5]([C:7]([F:10])([F:8])[F:9])[S:4][C:3]=1[C:11]([O:13][CH3:14])=[O:12])([C:23]([CH3:26])([CH3:25])[CH3:24])([CH3:22])[CH3:21]. (3) Given the reactants [CH3:1][CH2:2][CH:3]([OH:6])[CH2:4][CH3:5].[H-].[Na+].Cl[C:10]1[N:15]2[N:16]=[CH:17][C:18]([C:19]3[C:24]([CH3:25])=[CH:23][C:22]([CH3:26])=[CH:21][C:20]=3[CH3:27])=[C:14]2[N:13]=[C:12]([CH3:28])[CH:11]=1, predict the reaction product. The product is: [CH2:2]([CH:3]([O:6][C:10]1[N:15]2[N:16]=[CH:17][C:18]([C:19]3[C:20]([CH3:27])=[CH:21][C:22]([CH3:26])=[CH:23][C:24]=3[CH3:25])=[C:14]2[N:13]=[C:12]([CH3:28])[CH:11]=1)[CH2:4][CH3:5])[CH3:1]. (4) Given the reactants [F:1][C:2]([F:13])([F:12])[C:3]1[CH:7]=[CH:6][NH:5][C:4]=1[C:8]([O:10][CH3:11])=[O:9].[C:14]1(B(O)O)[CH:19]=[CH:18][CH:17]=[CH:16][CH:15]=1.N1C=CC=CC=1, predict the reaction product. The product is: [C:14]1([N:5]2[CH:6]=[CH:7][C:3]([C:2]([F:1])([F:12])[F:13])=[C:4]2[C:8]([O:10][CH3:11])=[O:9])[CH:19]=[CH:18][CH:17]=[CH:16][CH:15]=1. (5) Given the reactants Cl.[NH:2]1[CH2:5][CH:4]([O:6][C:7]2[CH:8]=[CH:9][C:10]([C:13]([NH:15][C:16]3[CH:21]=[CH:20][C:19]([NH:22][C:23]([NH:25][C:26]4[CH:30]=[C:29]([C:31]([CH3:34])([CH3:33])[CH3:32])[O:28][N:27]=4)=[O:24])=[CH:18][CH:17]=3)=[O:14])=[N:11][CH:12]=2)[CH2:3]1.Cl.F[CH2:37][C:38](C1ON=C(NC(=O)NC2C=CC(NC(=O)C3C=CC(OC4CCNCC4)=CN=3)=CC=2)C=1)(C)[CH2:39]F, predict the reaction product. The product is: [C:31]([C:29]1[O:28][N:27]=[C:26]([NH:25][C:23](=[O:24])[NH:22][C:19]2[CH:18]=[CH:17][C:16]([NH:15][C:13](=[O:14])[C:10]3[CH:9]=[CH:8][C:7]([O:6][CH:4]4[CH2:5][N:2]([CH:38]([CH3:39])[CH3:37])[CH2:3]4)=[CH:12][N:11]=3)=[CH:21][CH:20]=2)[CH:30]=1)([CH3:34])([CH3:33])[CH3:32]. (6) Given the reactants [CH3:1][C:2]1([CH3:22])[C@H:6]([C:7]2[CH:12]=[CH:11][C:10]([CH3:13])=[CH:9][CH:8]=2)[C:5]2[C:14]([CH3:21])=[C:15]([NH2:20])[C:16]([CH3:19])=[C:17]([CH3:18])[C:4]=2[O:3]1.[C:23]1([CH:29]2[CH2:35][C:34](=O)[O:33][C:31](=[O:32])[CH2:30]2)[CH:28]=[CH:27][CH:26]=[CH:25][CH:24]=1.C(N=C=NCCCN(C)C)C.O, predict the reaction product. The product is: [CH3:1][C:2]1([CH3:22])[C@H:6]([C:7]2[CH:8]=[CH:9][C:10]([CH3:13])=[CH:11][CH:12]=2)[C:5]2[C:14]([CH3:21])=[C:15]([N:20]3[C:34](=[O:33])[CH2:35][CH:29]([C:23]4[CH:28]=[CH:27][CH:26]=[CH:25][CH:24]=4)[CH2:30][C:31]3=[O:32])[C:16]([CH3:19])=[C:17]([CH3:18])[C:4]=2[O:3]1.